This data is from NCI-60 drug combinations with 297,098 pairs across 59 cell lines. The task is: Regression. Given two drug SMILES strings and cell line genomic features, predict the synergy score measuring deviation from expected non-interaction effect. (1) Drug 1: COC1=C(C=C2C(=C1)N=CN=C2NC3=CC(=C(C=C3)F)Cl)OCCCN4CCOCC4. Drug 2: CCC1(CC2CC(C3=C(CCN(C2)C1)C4=CC=CC=C4N3)(C5=C(C=C6C(=C5)C78CCN9C7C(C=CC9)(C(C(C8N6C=O)(C(=O)OC)O)OC(=O)C)CC)OC)C(=O)OC)O.OS(=O)(=O)O. Cell line: RPMI-8226. Synergy scores: CSS=52.5, Synergy_ZIP=9.95, Synergy_Bliss=12.4, Synergy_Loewe=-19.2, Synergy_HSA=8.83. (2) Drug 1: C1=CC(=C2C(=C1NCCNCCO)C(=O)C3=C(C=CC(=C3C2=O)O)O)NCCNCCO. Drug 2: C1=NNC2=C1C(=O)NC=N2. Cell line: A549. Synergy scores: CSS=44.4, Synergy_ZIP=0.524, Synergy_Bliss=0.00572, Synergy_Loewe=-17.1, Synergy_HSA=0.426. (3) Drug 1: CC1=C(C=C(C=C1)NC2=NC=CC(=N2)N(C)C3=CC4=NN(C(=C4C=C3)C)C)S(=O)(=O)N.Cl. Drug 2: CC12CCC3C(C1CCC2O)C(CC4=C3C=CC(=C4)O)CCCCCCCCCS(=O)CCCC(C(F)(F)F)(F)F. Cell line: CCRF-CEM. Synergy scores: CSS=3.94, Synergy_ZIP=-1.43, Synergy_Bliss=-3.20, Synergy_Loewe=-2.65, Synergy_HSA=-2.54. (4) Drug 1: COC1=CC(=CC(=C1O)OC)C2C3C(COC3=O)C(C4=CC5=C(C=C24)OCO5)OC6C(C(C7C(O6)COC(O7)C8=CC=CS8)O)O. Drug 2: CCCCCOC(=O)NC1=NC(=O)N(C=C1F)C2C(C(C(O2)C)O)O. Cell line: CCRF-CEM. Synergy scores: CSS=56.7, Synergy_ZIP=1.64, Synergy_Bliss=1.77, Synergy_Loewe=-40.9, Synergy_HSA=2.92. (5) Drug 1: CCN(CC)CCNC(=O)C1=C(NC(=C1C)C=C2C3=C(C=CC(=C3)F)NC2=O)C. Cell line: ACHN. Drug 2: COC1=C2C(=CC3=C1OC=C3)C=CC(=O)O2. Synergy scores: CSS=-5.90, Synergy_ZIP=3.09, Synergy_Bliss=2.49, Synergy_Loewe=-5.03, Synergy_HSA=-4.37. (6) Drug 1: C1CN1P(=S)(N2CC2)N3CC3. Drug 2: C1CN1C2=NC(=NC(=N2)N3CC3)N4CC4. Cell line: SK-OV-3. Synergy scores: CSS=24.2, Synergy_ZIP=-3.99, Synergy_Bliss=1.48, Synergy_Loewe=-7.93, Synergy_HSA=1.59. (7) Drug 1: C1=CC(=C2C(=C1NCCNCCO)C(=O)C3=C(C=CC(=C3C2=O)O)O)NCCNCCO. Drug 2: COCCOC1=C(C=C2C(=C1)C(=NC=N2)NC3=CC=CC(=C3)C#C)OCCOC.Cl. Cell line: A549. Synergy scores: CSS=49.8, Synergy_ZIP=5.82, Synergy_Bliss=4.82, Synergy_Loewe=0.386, Synergy_HSA=7.45. (8) Drug 1: CN(C)C1=NC(=NC(=N1)N(C)C)N(C)C. Drug 2: C1C(C(OC1N2C=C(C(=O)NC2=O)F)CO)O. Cell line: HCT116. Synergy scores: CSS=43.6, Synergy_ZIP=5.19, Synergy_Bliss=5.17, Synergy_Loewe=-23.5, Synergy_HSA=5.69. (9) Drug 1: CCC1=CC2CC(C3=C(CN(C2)C1)C4=CC=CC=C4N3)(C5=C(C=C6C(=C5)C78CCN9C7C(C=CC9)(C(C(C8N6C)(C(=O)OC)O)OC(=O)C)CC)OC)C(=O)OC.C(C(C(=O)O)O)(C(=O)O)O. Drug 2: CC(C)CN1C=NC2=C1C3=CC=CC=C3N=C2N. Cell line: NCI-H522. Synergy scores: CSS=57.2, Synergy_ZIP=-0.719, Synergy_Bliss=0.993, Synergy_Loewe=-16.7, Synergy_HSA=0.0964.